Dataset: Forward reaction prediction with 1.9M reactions from USPTO patents (1976-2016). Task: Predict the product of the given reaction. (1) Given the reactants [N+:1]([C:4]1[CH:9]=[C:8]([N+:10]([O-])=O)[CH:7]=[CH:6][C:5]=1[CH:13](O)[C:14](=[CH2:19])[C:15](OC)=[O:16])([O-])=O, predict the reaction product. The product is: [NH2:10][C:8]1[CH:9]=[C:4]2[C:5]([CH:13]=[C:14]([CH3:19])[C:15](=[O:16])[NH:1]2)=[CH:6][CH:7]=1. (2) Given the reactants [C:1]([CH2:4][CH2:5][C:6]1[C:10]([CH3:11])=[C:9]([CH:12]=O)[NH:8][C:7]=1[CH3:14])([OH:3])=[O:2].[CH3:15][C:16]1[CH:17]=[C:18]2[C:22](=[CH:23][CH:24]=1)[NH:21][C:20](=[O:25])[CH2:19]2.N1CCCCC1, predict the reaction product. The product is: [CH3:14][C:7]1[NH:8][C:9]([CH:12]=[C:19]2[C:18]3[C:22](=[CH:23][CH:24]=[C:16]([CH3:15])[CH:17]=3)[NH:21][C:20]2=[O:25])=[C:10]([CH3:11])[C:6]=1[CH2:5][CH2:4][C:1]([OH:3])=[O:2]. (3) Given the reactants [CH2:1]([O:8][C:9](=[O:33])[C@@H:10]([NH:20][C:21](=[O:32])[C@@H:22]([NH:24]C(OC(C)(C)C)=O)[CH3:23])[CH2:11][C:12]1[CH:17]=[CH:16][C:15]([O:18][CH3:19])=[CH:14][CH:13]=1)[C:2]1[CH:7]=[CH:6][CH:5]=[CH:4][CH:3]=1.FC(F)(F)C(O)=O.C(N(CC)C(C)C)(C)C.[O:50]1[C:55]2[CH:56]=[CH:57][CH:58]=[CH:59][C:54]=2[N:53]([CH2:60][C:61]([OH:63])=O)[CH2:52][CH2:51]1.CN(C(ON1N=NC2C=CC=NC1=2)=[N+](C)C)C.F[P-](F)(F)(F)(F)F, predict the reaction product. The product is: [CH2:1]([O:8][C:9](=[O:33])[C@@H:10]([NH:20][C:21](=[O:32])[C@@H:22]([NH:24][C:61](=[O:63])[CH2:60][N:53]1[C:54]2[CH:59]=[CH:58][CH:57]=[CH:56][C:55]=2[O:50][CH2:51][CH2:52]1)[CH3:23])[CH2:11][C:12]1[CH:13]=[CH:14][C:15]([O:18][CH3:19])=[CH:16][CH:17]=1)[C:2]1[CH:3]=[CH:4][CH:5]=[CH:6][CH:7]=1. (4) Given the reactants C1(C([O:6][C:7]2[CH:12]=[CH:11][CH:10]=[CH:9][C:8]=2[CH3:13])=O)CC1.C([O:18][C:19]1[CH:24]=[CH:23][CH:22]=CC=1C)(=O)CC, predict the reaction product. The product is: [CH:24]1([C:19]([C:10]2[CH:11]=[CH:12][C:7]([OH:6])=[C:8]([CH3:13])[CH:9]=2)=[O:18])[CH2:22][CH2:23]1. (5) Given the reactants [CH2:1]([O:3][C:4]([CH:6]1[CH2:11][CH2:10][N:9]([C:12]2[CH:17]=[CH:16][C:15]([C:18](=[O:28])[NH:19][C:20]3[CH:25]=[CH:24][C:23]([CH3:26])=[C:22](I)[CH:21]=3)=[CH:14][N:13]=2)[CH2:8][CH2:7]1)=[O:5])[CH3:2].[O:29]([C:31]1[CH:36]=[CH:35][CH:34]=[CH:33][C:32]=1B(O)O)[CH3:30].C(OC(C1CCN(C2C=CC(C(=O)NC3C=CC(C4C=CC=CC=4)=C(C)C=3)=CN=2)CC1)=O)C, predict the reaction product. The product is: [CH2:1]([O:3][C:4]([CH:6]1[CH2:11][CH2:10][N:9]([C:12]2[CH:17]=[CH:16][C:15]([C:18](=[O:28])[NH:19][C:20]3[CH:21]=[C:22]([C:32]4[CH:33]=[CH:34][CH:35]=[CH:36][C:31]=4[O:29][CH3:30])[C:23]([CH3:26])=[CH:24][CH:25]=3)=[CH:14][N:13]=2)[CH2:8][CH2:7]1)=[O:5])[CH3:2]. (6) Given the reactants [I:1]I.[Br:3][C:4]1[C:9]([OH:10])=[CH:8][CH:7]=[CH:6][N:5]=1.C([O-])([O-])=O.[K+].[K+].Cl, predict the reaction product. The product is: [Br:3][C:4]1[C:9]([OH:10])=[CH:8][CH:7]=[C:6]([I:1])[N:5]=1.